This data is from NCI-60 drug combinations with 297,098 pairs across 59 cell lines. The task is: Regression. Given two drug SMILES strings and cell line genomic features, predict the synergy score measuring deviation from expected non-interaction effect. (1) Drug 1: C1=CC(=CC=C1CC(C(=O)O)N)N(CCCl)CCCl.Cl. Drug 2: C1=NC2=C(N1)C(=S)N=CN2. Cell line: HCC-2998. Synergy scores: CSS=0.937, Synergy_ZIP=-10.9, Synergy_Bliss=-18.8, Synergy_Loewe=-24.1, Synergy_HSA=-19.7. (2) Synergy scores: CSS=1.77, Synergy_ZIP=-0.991, Synergy_Bliss=0.744, Synergy_Loewe=0.0781, Synergy_HSA=0.295. Cell line: NCI-H522. Drug 1: CC1=CC=C(C=C1)C2=CC(=NN2C3=CC=C(C=C3)S(=O)(=O)N)C(F)(F)F. Drug 2: CC1=C(C(CCC1)(C)C)C=CC(=CC=CC(=CC(=O)O)C)C. (3) Drug 1: CC1=C(N=C(N=C1N)C(CC(=O)N)NCC(C(=O)N)N)C(=O)NC(C(C2=CN=CN2)OC3C(C(C(C(O3)CO)O)O)OC4C(C(C(C(O4)CO)O)OC(=O)N)O)C(=O)NC(C)C(C(C)C(=O)NC(C(C)O)C(=O)NCCC5=NC(=CS5)C6=NC(=CS6)C(=O)NCCC[S+](C)C)O. Drug 2: CC1C(C(CC(O1)OC2CC(CC3=C2C(=C4C(=C3O)C(=O)C5=C(C4=O)C(=CC=C5)OC)O)(C(=O)CO)O)N)O.Cl. Cell line: SF-295. Synergy scores: CSS=43.0, Synergy_ZIP=-13.6, Synergy_Bliss=-14.7, Synergy_Loewe=-9.62, Synergy_HSA=-8.22. (4) Drug 2: C(CCl)NC(=O)N(CCCl)N=O. Drug 1: CC1=C2C(C(=O)C3(C(CC4C(C3C(C(C2(C)C)(CC1OC(=O)C(C(C5=CC=CC=C5)NC(=O)OC(C)(C)C)O)O)OC(=O)C6=CC=CC=C6)(CO4)OC(=O)C)O)C)O. Cell line: HCT-15. Synergy scores: CSS=12.7, Synergy_ZIP=-1.25, Synergy_Bliss=0.222, Synergy_Loewe=1.65, Synergy_HSA=1.53. (5) Drug 1: C1C(C(OC1N2C=C(C(=O)NC2=O)F)CO)O. Drug 2: C1C(C(OC1N2C=NC(=NC2=O)N)CO)O. Cell line: DU-145. Synergy scores: CSS=32.8, Synergy_ZIP=-0.490, Synergy_Bliss=2.01, Synergy_Loewe=8.09, Synergy_HSA=8.27. (6) Drug 1: CC(CN1CC(=O)NC(=O)C1)N2CC(=O)NC(=O)C2. Drug 2: CCC1(C2=C(COC1=O)C(=O)N3CC4=CC5=C(C=CC(=C5CN(C)C)O)N=C4C3=C2)O.Cl. Cell line: HCT-15. Synergy scores: CSS=56.8, Synergy_ZIP=-3.45, Synergy_Bliss=1.34, Synergy_Loewe=3.71, Synergy_HSA=3.93.